This data is from Full USPTO retrosynthesis dataset with 1.9M reactions from patents (1976-2016). The task is: Predict the reactants needed to synthesize the given product. (1) Given the product [CH3:26][N:27]([CH3:34])[CH2:28]/[CH:29]=[CH:30]/[C:31]([N:22]1[CH2:21][CH2:20][C:19]2[C:12]3[C:11]([NH:10][C:6]4[C:7]([F:9])=[CH:8][C:3]([F:2])=[C:4]([OH:24])[CH:5]=4)=[N:16][CH:15]=[N:14][C:13]=3[S:17][C:18]=2[CH2:23]1)=[O:32], predict the reactants needed to synthesize it. The reactants are: Cl.[F:2][C:3]1[CH:8]=[C:7]([F:9])[C:6]([NH:10][C:11]2[C:12]3[C:19]4[CH2:20][CH2:21][NH:22][CH2:23][C:18]=4[S:17][C:13]=3[N:14]=[CH:15][N:16]=2)=[CH:5][C:4]=1[OH:24].Cl.[CH3:26][N:27]([CH3:34])[CH2:28]/[CH:29]=[CH:30]/[C:31](O)=[O:32]. (2) Given the product [Br:28][C:29]1[CH:34]=[CH:33][C:32]([S:35]([N:6]([CH2:5][C:4]2[CH:12]=[CH:13][C:14]([O:16][CH3:17])=[CH:15][C:3]=2[O:2][CH3:1])[C:7]2[S:11][N:10]=[CH:9][N:8]=2)(=[O:36])=[O:37])=[CH:31][C:30]=1[C:39]#[N:40], predict the reactants needed to synthesize it. The reactants are: [CH3:1][O:2][C:3]1[CH:15]=[C:14]([O:16][CH3:17])[CH:13]=[CH:12][C:4]=1[CH2:5][NH:6][C:7]1[S:11][N:10]=[CH:9][N:8]=1.C[Si](C)(C)N[Si](C)(C)C.[Li].[Br:28][C:29]1[CH:34]=[CH:33][C:32]([S:35](Cl)(=[O:37])=[O:36])=[CH:31][C:30]=1[C:39]#[N:40]. (3) Given the product [CH2:26]([O:28][C:29]([C:31]1([C:34]2[CH:39]=[CH:38][C:37]([C:2]3[CH:7]=[CH:6][C:5]([C:8]4[O:12][N:11]=[C:10]([CH3:13])[C:9]=4[N:14]([CH3:25])[CH:15]([CH3:24])[CH2:16][CH2:17][C:18]4[CH:23]=[CH:22][CH:21]=[CH:20][CH:19]=4)=[CH:4][CH:3]=3)=[CH:36][CH:35]=2)[CH2:32][CH2:33]1)=[O:30])[CH3:27], predict the reactants needed to synthesize it. The reactants are: Br[C:2]1[CH:7]=[CH:6][C:5]([C:8]2[O:12][N:11]=[C:10]([CH3:13])[C:9]=2[N:14]([CH3:25])[CH:15]([CH3:24])[CH2:16][CH2:17][C:18]2[CH:23]=[CH:22][CH:21]=[CH:20][CH:19]=2)=[CH:4][CH:3]=1.[CH2:26]([O:28][C:29]([C:31]1([C:34]2[CH:39]=[CH:38][C:37](B3OC(C)(C)C(C)(C)O3)=[CH:36][CH:35]=2)[CH2:33][CH2:32]1)=[O:30])[CH3:27]. (4) The reactants are: [NH2:1][N:2]1[C:11](=[O:12])[C:10]2[C:5](=[CH:6][CH:7]=[CH:8][CH:9]=2)[N:4]=[C:3]1[CH2:13][CH3:14].[C:15]12([CH2:25][C:26](Cl)=[O:27])[CH2:24][CH:19]3[CH2:20][CH:21]([CH2:23][CH:17]([CH2:18]3)[CH2:16]1)[CH2:22]2. Given the product [C:15]12([CH2:25][C:26]([NH:1][N:2]3[C:11](=[O:12])[C:10]4[C:5](=[CH:6][CH:7]=[CH:8][CH:9]=4)[N:4]=[C:3]3[CH2:13][CH3:14])=[O:27])[CH2:22][CH:21]3[CH2:20][CH:19]([CH2:18][CH:17]([CH2:23]3)[CH2:16]1)[CH2:24]2, predict the reactants needed to synthesize it. (5) Given the product [O:1]1[CH2:6][CH2:5][N:4]([C:7]2[N:12]=[C:11]([N:13]3[CH2:14][CH2:15][O:16][CH2:17][CH2:18]3)[N:10]=[C:9]([C:19]3[CH:24]=[CH:23][C:22]([NH:25][C:26]([NH:27][C:28]4[CH:29]=[CH:30][C:31]([C:32](=[O:33])[CH2:61][C:60]5[CH:59]=[CH:58][CH:57]=[CH:56][N:55]=5)=[CH:35][CH:36]=4)=[O:37])=[CH:21][CH:20]=3)[N:8]=2)[CH2:3][CH2:2]1, predict the reactants needed to synthesize it. The reactants are: [O:1]1[CH2:6][CH2:5][N:4]([C:7]2[N:12]=[C:11]([N:13]3[CH2:18][CH2:17][O:16][CH2:15][CH2:14]3)[N:10]=[C:9]([C:19]3[CH:24]=[CH:23][C:22]([NH:25][C:26](=[O:37])[NH:27][C:28]4[CH:36]=[CH:35][C:31]([C:32](O)=[O:33])=[CH:30][CH:29]=4)=[CH:21][CH:20]=3)[N:8]=2)[CH2:3][CH2:2]1.CCN(C(C)C)C(C)C.CN(C(O[N:55]1N=N[C:57]2[CH:58]=[CH:59][CH:60]=[CH:61][C:56]1=2)=[N+](C)C)C.F[P-](F)(F)(F)(F)F.N1C=CC=CC=1CN. (6) Given the product [Br:43][CH2:15][CH2:16][CH2:17][CH2:18][O:19][C:20]1[CH:25]=[C:24]2[C:23]([CH2:30][CH2:29][C:27](=[O:28])[NH:26]2)=[CH:22][CH:21]=1, predict the reactants needed to synthesize it. The reactants are: C1C=C(N2CCN([CH2:15][CH2:16][CH2:17][CH2:18][O:19][C:20]3[CH:21]=[CH:22][C:23]4[CH2:30][CH2:29][C:27](=[O:28])[NH:26][C:24]=4[CH:25]=3)CC2)C(Cl)=C(Cl)C=1.OC1C=C2C(CCC(=O)N2)=CC=1.[Br:43]CCCCBr.